This data is from HIV replication inhibition screening data with 41,000+ compounds from the AIDS Antiviral Screen. The task is: Binary Classification. Given a drug SMILES string, predict its activity (active/inactive) in a high-throughput screening assay against a specified biological target. (1) The molecule is O=S(c1ccc(Cl)cc1)c1ccccc1C1=NCCN1. The result is 0 (inactive). (2) The drug is CC1C(c2ccccc2)C12C(=O)NC(=O)NC2=O. The result is 0 (inactive). (3) The compound is CSC1=Nc2ccccc2SC(c2ccccc2)C1c1ccccc1. The result is 0 (inactive).